This data is from Full USPTO retrosynthesis dataset with 1.9M reactions from patents (1976-2016). The task is: Predict the reactants needed to synthesize the given product. Given the product [CH3:1][O:2][C:3]([C:5]1[C:9]2[N:10]=[CH:11][N:12]([CH2:37][C:28]3[C:29]4[C:34](=[CH:33][CH:32]=[CH:31][CH:30]=4)[CH:35]=[CH:36][N:27]=3)[C:13](=[O:14])[C:8]=2[N:7]([CH2:15][O:16][CH2:17][CH2:18][Si:19]([CH3:22])([CH3:21])[CH3:20])[C:6]=1[Cl:23])=[O:4], predict the reactants needed to synthesize it. The reactants are: [CH3:1][O:2][C:3]([C:5]1[C:9]2[N:10]=[CH:11][NH:12][C:13](=[O:14])[C:8]=2[N:7]([CH2:15][O:16][CH2:17][CH2:18][Si:19]([CH3:22])([CH3:21])[CH3:20])[C:6]=1[Cl:23])=[O:4].Br.BrC[N:27]1[CH:36]=[CH:35][C:34]2[C:29](=[CH:30][CH:31]=[CH:32][CH:33]=2)[CH2:28]1.[C:37](=O)([O-])[O-].[K+].[K+].